Dataset: Full USPTO retrosynthesis dataset with 1.9M reactions from patents (1976-2016). Task: Predict the reactants needed to synthesize the given product. (1) The reactants are: [F:1][C:2]([F:36])([F:35])[C:3]1[CH:34]=[CH:33][C:6]([CH2:7][N:8]2[C:31](=[O:32])[N:11]3[NH:12][CH:13]([CH3:30])[C:14]([C:23]4[CH:28]=[CH:27][C:26]([Cl:29])=[CH:25][CH:24]=4)=[C:15]([C:16]4[CH:21]=[CH:20][C:19]([Cl:22])=[CH:18][CH:17]=4)[C:10]3=[N:9]2)=[CH:5][CH:4]=1.C(C1C(=O)C(Cl)=C(Cl)C(=O)C=1C#N)#N. Given the product [F:35][C:2]([F:1])([F:36])[C:3]1[CH:34]=[CH:33][C:6]([CH2:7][N:8]2[C:31](=[O:32])[N:11]3[N:12]=[C:13]([CH3:30])[C:14]([C:23]4[CH:28]=[CH:27][C:26]([Cl:29])=[CH:25][CH:24]=4)=[C:15]([C:16]4[CH:17]=[CH:18][C:19]([Cl:22])=[CH:20][CH:21]=4)[C:10]3=[N:9]2)=[CH:5][CH:4]=1, predict the reactants needed to synthesize it. (2) Given the product [N:1]1[N:2]([C:19]2([CH2:21][OH:20])[CH:16]([C:10]3[CH:15]=[CH:14][CH:13]=[CH:12][CH:11]=3)[CH2:17][O:18]2)[N:3]=[C:4]2[CH:9]=[CH:8][CH:7]=[CH:6][C:5]=12, predict the reactants needed to synthesize it. The reactants are: [NH:1]1[C:5]2[CH:6]=[CH:7][CH:8]=[CH:9][C:4]=2[N:3]=[N:2]1.[C:10]1([CH:16]2[C:19]3([CH2:21][O:20]3)[O:18][CH2:17]2)[CH:15]=[CH:14][CH:13]=[CH:12][CH:11]=1.